From a dataset of Peptide-MHC class I binding affinity with 185,985 pairs from IEDB/IMGT. Regression. Given a peptide amino acid sequence and an MHC pseudo amino acid sequence, predict their binding affinity value. This is MHC class I binding data. (1) The peptide sequence is GTEYRLTLY. The MHC is HLA-B27:03 with pseudo-sequence HLA-B27:03. The binding affinity (normalized) is 0.0847. (2) The peptide sequence is KRGVFVLGFL. The MHC is Mamu-B08 with pseudo-sequence Mamu-B08. The binding affinity (normalized) is 0.862. (3) The peptide sequence is IISEEYLSK. The MHC is HLA-A33:01 with pseudo-sequence HLA-A33:01. The binding affinity (normalized) is 0. (4) The peptide sequence is VRITWYSKNF. The MHC is Mamu-A07 with pseudo-sequence Mamu-A07. The binding affinity (normalized) is 0.150.